From a dataset of Catalyst prediction with 721,799 reactions and 888 catalyst types from USPTO. Predict which catalyst facilitates the given reaction. (1) Reactant: [Cl:1][CH2:2][CH2:3][CH2:4][CH:5]([C:10]1[CH:15]=[C:14]([CH:16]([CH3:18])[CH3:17])[C:13]([O:19][CH3:20])=[CH:12][C:11]=1[CH3:21])[C:6]([O:8]C)=[O:7].[OH-].[Na+]. Product: [Cl:1][CH2:2][CH2:3][CH2:4][CH:5]([C:10]1[CH:15]=[C:14]([CH:16]([CH3:18])[CH3:17])[C:13]([O:19][CH3:20])=[CH:12][C:11]=1[CH3:21])[C:6]([OH:8])=[O:7]. The catalyst class is: 111. (2) Reactant: [F:1][C:2]1[CH:7]=[CH:6][C:5]([C:8]2[CH2:13][CH2:12][CH2:11][CH2:10][C:9]=2[C:14]2[CH:19]=[CH:18][N:17]=[C:16]([NH2:20])[CH:15]=2)=[CH:4][CH:3]=1.[C:21]([N:29]=C=O)(=[O:28])C1C=CC=CC=1.C(=O)([O-])[O-].[K+].[K+].C(O)C. Product: [F:1][C:2]1[CH:3]=[CH:4][C:5]([C:8]2[CH2:13][CH2:12][CH2:11][CH2:10][C:9]=2[C:14]2[CH:19]=[CH:18][N:17]=[C:16]([NH:20][C:21]([NH2:29])=[O:28])[CH:15]=2)=[CH:6][CH:7]=1. The catalyst class is: 2.